This data is from Full USPTO retrosynthesis dataset with 1.9M reactions from patents (1976-2016). The task is: Predict the reactants needed to synthesize the given product. (1) Given the product [Br:1][C:2]1[CH:7]=[CH:6][CH:5]=[C:4]([F:8])[C:3]=1[O:9][CH2:20][O:21][CH3:22], predict the reactants needed to synthesize it. The reactants are: [Br:1][C:2]1[CH:7]=[CH:6][CH:5]=[C:4]([F:8])[C:3]=1[OH:9].CCN(C(C)C)C(C)C.Cl[CH2:20][O:21][CH3:22]. (2) Given the product [N:25]1[C:17]([NH:16][C@H:14]([C:13]2[N:4]([CH:1]3[CH2:3][CH2:2]3)[C:5](=[O:33])[C:6]3[C:11]([CH:12]=2)=[CH:10][CH:9]=[CH:8][C:7]=3[CH3:32])[CH3:15])=[C:18]2[C:22]([NH:21][CH:20]=[N:19]2)=[N:23][CH:24]=1, predict the reactants needed to synthesize it. The reactants are: [CH:1]1([N:4]2[C:13]([C@@H:14]([NH:16][C:17]3[N:25]=[CH:24][N:23]=[C:22]4[C:18]=3[N:19]=[CH:20][N:21]4C3CCCCO3)[CH3:15])=[CH:12][C:11]3[C:6](=[C:7]([CH3:32])[CH:8]=[CH:9][CH:10]=3)[C:5]2=[O:33])[CH2:3][CH2:2]1.C([O-])(O)=O.[Na+].